From a dataset of Forward reaction prediction with 1.9M reactions from USPTO patents (1976-2016). Predict the product of the given reaction. Given the reactants [NH2:1][CH2:2][CH2:3][CH:4]([N:6]1[CH2:11][CH2:10][CH:9]([C:12]2([C:21]3[CH:28]=[CH:27][C:24]([C:25]#[N:26])=[CH:23][CH:22]=3)[O:16][C:15]3[CH:17]=[CH:18][CH:19]=[CH:20][C:14]=3[O:13]2)[CH2:8][CH2:7]1)[CH3:5].[CH3:29][C:30]1[CH:38]=[CH:37][CH:36]=[C:35]([CH3:39])[C:31]=1[C:32](O)=[O:33], predict the reaction product. The product is: [C:25]([C:24]1[CH:23]=[CH:22][C:21]([C:12]2([CH:9]3[CH2:10][CH2:11][N:6]([CH:4]([CH3:5])[CH2:3][CH2:2][NH:1][C:32](=[O:33])[C:31]4[C:35]([CH3:39])=[CH:36][CH:37]=[CH:38][C:30]=4[CH3:29])[CH2:7][CH2:8]3)[O:16][C:15]3[CH:17]=[CH:18][CH:19]=[CH:20][C:14]=3[O:13]2)=[CH:28][CH:27]=1)#[N:26].